Task: Predict the product of the given reaction.. Dataset: Forward reaction prediction with 1.9M reactions from USPTO patents (1976-2016) (1) Given the reactants [Cl:1][C:2]1[C:11]2[NH:10][C:9](=[O:12])[C:8]3[S:13][CH:14]=[CH:15][C:7]=3[C:6]=2[C:5]([C:16]2[CH:31]=[CH:30][C:19]([CH2:20][CH2:21][NH:22]C(=O)OC(C)(C)C)=[CH:18][CH:17]=2)=[C:4]([O:32]C)[CH:3]=1.B(Br)(Br)[Br:35], predict the reaction product. The product is: [ClH:1].[NH2:22][CH2:21][CH2:20][C:19]1[CH:30]=[CH:31][C:16]([C:5]2[C:6]3[C:7]4[CH:15]=[CH:14][S:13][C:8]=4[C:9](=[O:12])[NH:10][C:11]=3[C:2]([Br:35])=[CH:3][C:4]=2[OH:32])=[CH:17][CH:18]=1. (2) The product is: [N:15]1[N:11]([C:4]2[C:5]([C:6]([OH:8])=[O:7])=[N:19][CH:18]=[CH:17][CH:22]=2)[N:12]=[CH:13][CH:14]=1. Given the reactants CC1C=C[C:5]([C:6]([OH:8])=[O:7])=[C:4]([N:11]2[N:15]=[CH:14][CH:13]=[N:12]2)N=1.Br[C:17]1[C:18](C(O)=O)=[N:19]C=C[CH:22]=1.ClC1N=C(C)C=CC=1C(O)=O, predict the reaction product. (3) The product is: [CH2:1]([C:3]1[CH:8]=[CH:7][C:6]([CH:9]2[CH2:10][CH:11]([C:23]3[O:25][N:29]=[C:28]([C:30]4[CH:35]=[CH:34][CH:33]=[CH:32][CH:31]=4)[N:27]=3)[CH2:12][N:13]([C:15]([N:17]3[CH2:22][CH2:21][O:20][CH2:19][CH2:18]3)=[O:16])[CH2:14]2)=[CH:5][CH:4]=1)[CH3:2]. Given the reactants [CH2:1]([C:3]1[CH:8]=[CH:7][C:6]([CH:9]2[CH2:14][N:13]([C:15]([N:17]3[CH2:22][CH2:21][O:20][CH2:19][CH2:18]3)=[O:16])[CH2:12][CH:11]([C:23]([OH:25])=O)[CH2:10]2)=[CH:5][CH:4]=1)[CH3:2].O[NH:27][C:28]([C:30]1[CH:35]=[CH:34][CH:33]=[CH:32][CH:31]=1)=[NH:29], predict the reaction product. (4) Given the reactants [Cl:1]C1C=C(C=CC=1)C(OO)=O.[Cl:12][C:13]1[CH:32]=[CH:31][C:30](C=C)=[CH:29][C:14]=1[C:15]([NH:17][CH2:18][C:19]12[CH2:28][CH:23]3[CH2:24][CH:25]([CH2:27][CH:21]([CH2:22]3)[CH2:20]1)[CH2:26]2)=[O:16].C[N:36]1[CH2:41][CH2:40][O:39]C[CH2:37]1.[OH-].[Na+].CN.Cl, predict the reaction product. The product is: [ClH:1].[Cl:12][C:13]1[CH:32]=[CH:31][C:30]([C@H:40]([OH:39])[CH2:41][NH:36][CH3:37])=[CH:29][C:14]=1[C:15]([NH:17][CH2:18][C:19]12[CH2:28][CH:23]3[CH2:24][CH:25]([CH2:27][CH:21]([CH2:22]3)[CH2:20]1)[CH2:26]2)=[O:16]. (5) Given the reactants N1CCSCC1.[CH3:7][C@@H:8]1[CH2:36][O:35][C@@:11]2([O:15][C@H:14]3[CH2:16][C@H:17]4[C@@H:22]5[CH2:23][CH2:24][C@@H:25]6[CH2:30][C@@H:29]([OH:31])[CH2:28][CH2:27][C@:26]6([CH3:32])[C@H:21]5[CH2:20][CH2:19][C@:18]4([CH3:33])[C@H:13]3[C@@H:12]2[CH3:34])[CH2:10][CH2:9]1.C([O-])(=O)C=C, predict the reaction product. The product is: [CH3:7][C@@H:8]1[CH2:36][O:35][C@@:11]2([O:15][C@H:14]3[CH2:16][C@H:17]4[C@@H:22]5[CH2:23][CH2:24][C@@H:25]6[CH2:30][C@@H:29]([OH:31])[CH2:28][CH2:27][C@:26]6([CH3:32])[C@H:21]5[CH2:20][CH2:19][C@:18]4([CH3:33])[C@H:13]3[C@@H:12]2[CH3:34])[CH2:10][CH2:9]1. (6) Given the reactants Br[C:2]1[CH:11]=[CH:10][C:9]2[N:8]=[C:7]([NH2:12])[C:6]3[N:13]=[CH:14][N:15]([CH2:16][CH:17]([CH3:19])[CH3:18])[C:5]=3[C:4]=2[CH:3]=1.[CH:20]([C:22]1[CH:27]=[CH:26][N:25]=[CH:24][CH:23]=1)=[CH2:21].C1(P(C2C=CC=CC=2)C2C=CC=CC=2)C=CC=CC=1.C(N(CC)CC)C, predict the reaction product. The product is: [CH3:18][CH:17]([CH3:19])[CH2:16][N:15]1[C:5]2[C:4]3[CH:3]=[C:2]([CH:21]=[CH:20][C:22]4[CH:27]=[CH:26][N:25]=[CH:24][CH:23]=4)[CH:11]=[CH:10][C:9]=3[N:8]=[C:7]([NH2:12])[C:6]=2[N:13]=[CH:14]1.